Dataset: Reaction yield outcomes from USPTO patents with 853,638 reactions. Task: Predict the reaction yield, written as a fraction of the theoretical maximum amount of product (1.0 means a 100% yield; for example, 0.34 means a 34% yield). (1) The reactants are [Cl:1][C:2]1[CH:3]=[C:4]2[C:8](=[CH:9][CH:10]=1)[NH:7][C:6](=[O:11])[CH2:5]2.[CH2:12]([O:14][C:15]([C:17]1[NH:18][C:19]([CH:23]=O)=[C:20]([CH3:22])[CH:21]=1)=[O:16])[CH3:13]. No catalyst specified. The product is [CH2:12]([O:14][C:15]([C:17]1[NH:18][C:19]([CH:23]=[C:5]2[C:4]3[C:8](=[CH:9][CH:10]=[C:2]([Cl:1])[CH:3]=3)[NH:7][C:6]2=[O:11])=[C:20]([CH3:22])[CH:21]=1)=[O:16])[CH3:13]. The yield is 0.940. (2) The product is [CH2:30]([C:27]1[CH:28]=[CH:29][C:24]([C:22]2[S:23][C:16]3[C:17](=[N:18][CH:19]=[CH:20][C:15]=3[O:14][C:11]3[CH:12]=[CH:13][C:8]([NH:7][C:5]([NH:4][CH:1]4[CH2:2][CH2:3]4)=[O:6])=[CH:9][C:10]=3[F:32])[CH:21]=2)=[N:25][CH:26]=1)[NH:46][CH2:45][CH2:44][O:43][CH2:42][CH2:41][O:40][CH2:39][CH2:38][O:37][CH2:36][CH2:35][O:34][CH3:33]. The reactants are [CH:1]1([NH:4][C:5]([NH:7][C:8]2[CH:13]=[CH:12][C:11]([O:14][C:15]3[CH:20]=[CH:19][N:18]=[C:17]4[CH:21]=[C:22]([C:24]5[CH:29]=[CH:28][C:27]([CH:30]=O)=[CH:26][N:25]=5)[S:23][C:16]=34)=[C:10]([F:32])[CH:9]=2)=[O:6])[CH2:3][CH2:2]1.[CH3:33][O:34][CH2:35][CH2:36][O:37][CH2:38][CH2:39][O:40][CH2:41][CH2:42][O:43][CH2:44][CH2:45][NH2:46].C(O)(=O)C.C(O[BH-](OC(=O)C)OC(=O)C)(=O)C.[Na+]. The yield is 0.411. The catalyst is ClCCl. (3) The reactants are [Br:1][C:2]1[CH:19]=[CH:18][C:5]([CH2:6][CH:7]([C:13]([O:15]CC)=[O:14])[C:8]([O:10]CC)=[O:9])=[CH:4][CH:3]=1.[OH-].[K+]. The catalyst is OC(C)=O.O.C1COCC1. The product is [Br:1][C:2]1[CH:3]=[CH:4][C:5]([CH2:6][CH:7]([C:8]([OH:10])=[O:9])[C:13]([OH:15])=[O:14])=[CH:18][CH:19]=1. The yield is 0.950. (4) The reactants are [CH3:1][C:2]1[CH:3]=[C:4]([C:30]2[CH:35]=[CH:34][C:33]([N+:36]([O-:38])=[O:37])=[CH:32][CH:31]=2)[CH:5]=[CH:6][C:7]=1[C:8](=[O:29])[CH2:9][C:10]([CH2:21][CH2:22][C:23]1[CH:28]=[CH:27][CH:26]=[CH:25][CH:24]=1)(C(OCC)=O)[C:11]([O:13][CH2:14][CH3:15])=[O:12].[OH-].[Na+].C(O)C. The catalyst is CC(C)=O. The product is [CH3:1][C:2]1[CH:3]=[C:4]([C:30]2[CH:31]=[CH:32][C:33]([N+:36]([O-:38])=[O:37])=[CH:34][CH:35]=2)[CH:5]=[CH:6][C:7]=1[C:8](=[O:29])[CH2:9][CH:10]([CH2:21][CH2:22][C:23]1[CH:28]=[CH:27][CH:26]=[CH:25][CH:24]=1)[C:11]([O:13][CH2:14][CH3:15])=[O:12]. The yield is 0.990. (5) The reactants are [CH2:1]([N:8]1[CH2:13][CH2:12][C:11]2([C:21]3[C:16](=[N:17][CH:18]=[CH:19][CH:20]=3)[C:15](=[O:22])[O:14]2)[CH2:10][CH2:9]1)[C:2]1[CH:7]=[CH:6][CH:5]=[CH:4][CH:3]=1.[H-].C([Al+]CC(C)C)C(C)C.N1C=CC=CC=1.[C:39](OC(=O)C)(=[O:41])[CH3:40]. The catalyst is ClCCl. The product is [C:39]([O:22][CH:15]1[C:16]2=[N:17][CH:18]=[CH:19][CH:20]=[C:21]2[C:11]2([CH2:12][CH2:13][N:8]([CH2:1][C:2]3[CH:7]=[CH:6][CH:5]=[CH:4][CH:3]=3)[CH2:9][CH2:10]2)[O:14]1)(=[O:41])[CH3:40]. The yield is 0.700.